From a dataset of Catalyst prediction with 721,799 reactions and 888 catalyst types from USPTO. Predict which catalyst facilitates the given reaction. (1) Reactant: C(OC([N:8]1[CH2:12][CH2:11][CH2:10][CH:9]1[CH2:13][O:14][C:15]1[CH:20]=[CH:19][C:18]([O:21][C:22]2[CH:27]=[CH:26][C:25]([C:28]#[N:29])=[CH:24][CH:23]=2)=[CH:17][CH:16]=1)=O)(C)(C)C.[ClH:30]. Product: [ClH:30].[NH:8]1[CH2:12][CH2:11][CH2:10][C@@H:9]1[CH2:13][O:14][C:15]1[CH:20]=[CH:19][C:18]([O:21][C:22]2[CH:27]=[CH:26][C:25]([C:28]#[N:29])=[CH:24][CH:23]=2)=[CH:17][CH:16]=1. The catalyst class is: 12. (2) Reactant: [F:1][C:2]([Si](C)(C)C)([F:4])[F:3].[F-].C([N+](CCCC)(CCCC)CCCC)CCC.[Cl:27][C:28]1[CH:33]=[CH:32][C:31]([C:34]2[N:38]([CH2:39][CH:40]=[O:41])[C:37](=[O:42])[N:36]([CH2:43][C:44]([O:46][CH3:47])=[O:45])[N:35]=2)=[CH:30][CH:29]=1.Cl. Product: [Cl:27][C:28]1[CH:33]=[CH:32][C:31]([C:34]2[N:38]([CH2:39][CH:40]([OH:41])[C:2]([F:4])([F:3])[F:1])[C:37](=[O:42])[N:36]([CH2:43][C:44]([O:46][CH3:47])=[O:45])[N:35]=2)=[CH:30][CH:29]=1. The catalyst class is: 1.